Dataset: Forward reaction prediction with 1.9M reactions from USPTO patents (1976-2016). Task: Predict the product of the given reaction. (1) Given the reactants [Cl:1][C:2]1[N:3]=[C:4]([N:12]2[CH2:17][CH2:16][O:15][CH2:14][CH2:13]2)[C:5]2[S:10][C:9](I)=[CH:8][C:6]=2[N:7]=1.[OH:18][CH2:19][CH2:20][CH2:21][C:22]1[CH:23]=[C:24](B(O)O)[CH:25]=[CH:26][CH:27]=1, predict the reaction product. The product is: [Cl:1][C:2]1[N:3]=[C:4]([N:12]2[CH2:17][CH2:16][O:15][CH2:14][CH2:13]2)[C:5]2[S:10][C:9]([C:26]3[CH:27]=[C:22]([CH2:21][CH2:20][CH2:19][OH:18])[CH:23]=[CH:24][CH:25]=3)=[CH:8][C:6]=2[N:7]=1. (2) Given the reactants [CH2:1]([N:8]1[CH2:13][CH2:12][N:11]([C:14]([C:16]2[CH:20]=[C:19]([CH3:21])[N:18]([C:22]3[CH:27]=[CH:26][CH:25]=[CH:24][CH:23]=3)[C:17]=2[C:28]2[CH:33]=[CH:32][CH:31]=[CH:30][CH:29]=2)=[O:15])[CH:10]([CH2:34][C:35]2[CH:40]=[CH:39][C:38]([OH:41])=[CH:37][CH:36]=2)[CH2:9]1)[C:2]1[CH:7]=[CH:6][CH:5]=[CH:4][CH:3]=1.C(=O)([O-])[O-].[K+].[K+].[F:48][C:49]([F:64])([F:63])[S:50](OC1C=CC([N+]([O-])=O)=CC=1)(=[O:52])=[O:51].O, predict the reaction product. The product is: [F:48][C:49]([F:64])([F:63])[S:50]([O:41][C:38]1[CH:39]=[CH:40][C:35]([CH2:34][CH:10]2[CH2:9][N:8]([CH2:1][C:2]3[CH:3]=[CH:4][CH:5]=[CH:6][CH:7]=3)[CH2:13][CH2:12][N:11]2[C:14]([C:16]2[CH:20]=[C:19]([CH3:21])[N:18]([C:22]3[CH:27]=[CH:26][CH:25]=[CH:24][CH:23]=3)[C:17]=2[C:28]2[CH:29]=[CH:30][CH:31]=[CH:32][CH:33]=2)=[O:15])=[CH:36][CH:37]=1)(=[O:52])=[O:51]. (3) Given the reactants [F:1][C:2]([F:16])([F:15])[C:3]1[CH:14]=[CH:13][C:6]2[S:7][C:8](C(O)=O)=[CH:9][C:5]=2[CH:4]=1.N1C2C(=CC=CC=2)C=CC=1.Cl, predict the reaction product. The product is: [F:16][C:2]([F:1])([F:15])[C:3]1[CH:14]=[CH:13][C:6]2[S:7][CH:8]=[CH:9][C:5]=2[CH:4]=1. (4) Given the reactants [Cl:1][C:2]1[C:7](=[O:8])[N:6]([CH3:9])[CH:5]=[C:4]([NH:10][CH:11]([C:23]2[CH:28]=[CH:27][C:26]([Cl:29])=[CH:25][CH:24]=2)[C:12]2[CH:13]=[N:14][N:15]([CH:20]([CH3:22])[CH3:21])[C:16]=2[C:17](O)=[O:18])[CH:3]=1, predict the reaction product. The product is: [Cl:1][C:2]1[C:7](=[O:8])[N:6]([CH3:9])[CH:5]=[C:4]([N:10]2[CH:11]([C:23]3[CH:24]=[CH:25][C:26]([Cl:29])=[CH:27][CH:28]=3)[C:12]3[CH:13]=[N:14][N:15]([CH:20]([CH3:21])[CH3:22])[C:16]=3[C:17]2=[O:18])[CH:3]=1. (5) Given the reactants C([O-])([O-])=O.[Cs+].[Cs+].[N+:7]([C:10]1[CH:11]=[N:12][NH:13][CH:14]=1)([O-:9])=[O:8].CN(C=O)C.Cl[C:21]([F:26])([F:25])C([O-])=O.[Na+], predict the reaction product. The product is: [F:25][CH:21]([F:26])[N:12]1[CH:11]=[C:10]([N+:7]([O-:9])=[O:8])[CH:14]=[N:13]1. (6) Given the reactants [CH2:1]([O:3][C@H:4]([C:17]([O:19][CH2:20][CH3:21])=[O:18])[CH2:5][C:6]1[CH:16]=[CH:15][C:9]([O:10][CH2:11][C:12]([OH:14])=O)=[CH:8][CH:7]=1)[CH3:2].Cl.[F:23][C:24]1[CH:38]=[C:37]([F:39])[CH:36]=[CH:35][C:25]=1[CH2:26][NH:27][CH2:28][CH2:29][CH2:30][CH2:31][CH2:32][CH2:33][CH3:34].Cl.C(N=C=NCCCN(C)C)C, predict the reaction product. The product is: [F:23][C:24]1[CH:38]=[C:37]([F:39])[CH:36]=[CH:35][C:25]=1[CH2:26][N:27]([CH2:28][CH2:29][CH2:30][CH2:31][CH2:32][CH2:33][CH3:34])[C:12](=[O:14])[CH2:11][O:10][C:9]1[CH:8]=[CH:7][C:6]([CH2:5][C@H:4]([O:3][CH2:1][CH3:2])[C:17]([O:19][CH2:20][CH3:21])=[O:18])=[CH:16][CH:15]=1.